Dataset: Forward reaction prediction with 1.9M reactions from USPTO patents (1976-2016). Task: Predict the product of the given reaction. Given the reactants [CH3:1][N:2]([CH3:16])[CH2:3][C:4]1[NH:15][C:7]2=[N:8][CH:9]=[C:10]([N+:12]([O-])=O)[CH:11]=[C:6]2[CH:5]=1.C(=O)(O)[O-].[Na+], predict the reaction product. The product is: [CH3:16][N:2]([CH2:3][C:4]1[NH:15][C:7]2=[N:8][CH:9]=[C:10]([NH2:12])[CH:11]=[C:6]2[CH:5]=1)[CH3:1].